Dataset: Forward reaction prediction with 1.9M reactions from USPTO patents (1976-2016). Task: Predict the product of the given reaction. (1) Given the reactants [H-].[Na+].[NH:3]1[CH:7]=[C:6]([CH:8]=[O:9])[N:5]=[CH:4]1.[CH3:10][O:11][C:12](=[O:21])[C:13]1[CH:18]=[CH:17][C:16]([CH2:19]Br)=[CH:15][CH:14]=1, predict the reaction product. The product is: [CH3:10][O:11][C:12](=[O:21])[C:13]1[CH:18]=[CH:17][C:16]([CH2:19][N:5]2[C:6]([CH:8]=[O:9])=[CH:7][N:3]=[CH:4]2)=[CH:15][CH:14]=1. (2) Given the reactants C([Mg]Cl)(C)C.I[C:7]1[CH:12]=[CH:11][C:10]([C:13]([F:16])([F:15])[F:14])=[CH:9][CH:8]=1.[CH2:17]([O:24][C:25]1[CH:30]=[CH:29][C:28]([N:31]2[CH2:36][CH2:35][C:34](=[O:37])[CH2:33][CH2:32]2)=[CH:27][CH:26]=1)[C:18]1[CH:23]=[CH:22][CH:21]=[CH:20][CH:19]=1.[Cl-].[NH4+], predict the reaction product. The product is: [CH2:17]([O:24][C:25]1[CH:30]=[CH:29][C:28]([N:31]2[CH2:36][CH2:35][C:34]([C:7]3[CH:12]=[CH:11][C:10]([C:13]([F:16])([F:15])[F:14])=[CH:9][CH:8]=3)([OH:37])[CH2:33][CH2:32]2)=[CH:27][CH:26]=1)[C:18]1[CH:19]=[CH:20][CH:21]=[CH:22][CH:23]=1.